This data is from M1 muscarinic receptor antagonist screen with 61,756 compounds. The task is: Binary Classification. Given a drug SMILES string, predict its activity (active/inactive) in a high-throughput screening assay against a specified biological target. (1) The drug is O=C(N1CCCC1)c1cc(NC(=O)c2ccccc2)c(N2CCCC2)cc1. The result is 0 (inactive). (2) The compound is s1c(nnc1NC(=O)c1ccncc1)CC(C)C. The result is 0 (inactive).